This data is from NCI-60 drug combinations with 297,098 pairs across 59 cell lines. The task is: Regression. Given two drug SMILES strings and cell line genomic features, predict the synergy score measuring deviation from expected non-interaction effect. Drug 1: C1=NC2=C(N=C(N=C2N1C3C(C(C(O3)CO)O)O)F)N. Drug 2: C1CNP(=O)(OC1)N(CCCl)CCCl. Cell line: SR. Synergy scores: CSS=-5.37, Synergy_ZIP=7.25, Synergy_Bliss=-1.84, Synergy_Loewe=-5.27, Synergy_HSA=-5.77.